The task is: Predict the reaction yield, written as a fraction of the theoretical maximum amount of product (1.0 means a 100% yield; for example, 0.34 means a 34% yield).. This data is from Reaction yield outcomes from USPTO patents with 853,638 reactions. (1) The reactants are [Si:1]([O:8][C@H:9]([C@H:11]([N:19]1[CH:23]=[C:22]([C:24]([O:26][CH2:27][CH3:28])=[O:25])[N:21]=[CH:20]1)[CH2:12][CH2:13]OS(C)(=O)=O)[CH3:10])([C:4]([CH3:7])([CH3:6])[CH3:5])([CH3:3])[CH3:2].[CH:29]1[C:38]2[C:33](=[CH:34][CH:35]=[CH:36][CH:37]=2)[CH:32]=[CH:31][C:30]=1[SH:39].C(=O)([O-])[O-].[K+].[K+].O. The catalyst is CN(C=O)C. The product is [Si:1]([O:8][C@H:9]([C@H:11]([N:19]1[CH:23]=[C:22]([C:24]([O:26][CH2:27][CH3:28])=[O:25])[N:21]=[CH:20]1)[CH2:12][CH2:13][S:39][C:30]1[CH:31]=[CH:32][C:33]2[C:38](=[CH:37][CH:36]=[CH:35][CH:34]=2)[CH:29]=1)[CH3:10])([C:4]([CH3:6])([CH3:5])[CH3:7])([CH3:3])[CH3:2]. The yield is 0.795. (2) The reactants are [C:1]12([C:11]3[CH:12]=[C:13](B4OCC(C)(C)CO4)[CH:14]=[CH:15][C:16]=3[O:17][CH3:18])[CH2:10][CH:5]3[CH2:6][CH:7]([CH2:9][CH:3]([CH2:4]3)[CH2:2]1)[CH2:8]2.FC(F)(F)S(O[C:33]1[CH:42]=[CH:41][C:40]2[C:35](=[CH:36][CH:37]=[C:38]([Br:43])[CH:39]=2)[CH:34]=1)(=O)=O.[O-]P([O-])([O-])=O.[K+].[K+].[K+].C1COCC1. The catalyst is C1C=CC([P]([Pd]([P](C2C=CC=CC=2)(C2C=CC=CC=2)C2C=CC=CC=2)([P](C2C=CC=CC=2)(C2C=CC=CC=2)C2C=CC=CC=2)[P](C2C=CC=CC=2)(C2C=CC=CC=2)C2C=CC=CC=2)(C2C=CC=CC=2)C2C=CC=CC=2)=CC=1.O. The product is [C:1]12([C:11]3[CH:12]=[C:13]([C:33]4[CH:34]=[C:35]5[C:40](=[CH:41][CH:42]=4)[CH:39]=[C:38]([Br:43])[CH:37]=[CH:36]5)[CH:14]=[CH:15][C:16]=3[O:17][CH3:18])[CH2:2][CH:3]3[CH2:4][CH:5]([CH2:6][CH:7]([CH2:9]3)[CH2:8]1)[CH2:10]2. The yield is 0.240. (3) The yield is 0.824. The reactants are [C:1]([OH:6])(=O)[C:2]([CH3:4])=[O:3].O=S(Cl)Cl.[CH3:11][O:12][C:13]1[CH:18]=[CH:17][C:16]([NH:19][C:20]2[CH:25]=[CH:24][C:23]([O:26][CH3:27])=[CH:22][CH:21]=2)=[CH:15][CH:14]=1.N1C=CC=CC=1. The catalyst is C1COCC1. The product is [CH3:27][O:26][C:23]1[CH:22]=[CH:21][C:20]([N:19]([C:16]2[CH:17]=[CH:18][C:13]([O:12][CH3:11])=[CH:14][CH:15]=2)[C:1](=[O:6])[C:2](=[O:3])[CH3:4])=[CH:25][CH:24]=1. (4) The reactants are [CH3:1][Zn]C.[CH3:4][O:5][C:6]1[C:26]([O:27][CH3:28])=[C:25]([O:29][CH3:30])[CH:24]=[C:23]([CH3:31])[C:7]=1[C:8]([C:10]1[C:11]([O:21][CH3:22])=[N:12][CH:13]=[C:14](Br)[C:15]=1[C:16]([F:19])([F:18])[F:17])=[O:9].O. The catalyst is O1CCCC1.C1C=CC([P]([Pd]([P](C2C=CC=CC=2)(C2C=CC=CC=2)C2C=CC=CC=2)([P](C2C=CC=CC=2)(C2C=CC=CC=2)C2C=CC=CC=2)[P](C2C=CC=CC=2)(C2C=CC=CC=2)C2C=CC=CC=2)(C2C=CC=CC=2)C2C=CC=CC=2)=CC=1. The product is [CH3:4][O:5][C:6]1[C:26]([O:27][CH3:28])=[C:25]([O:29][CH3:30])[CH:24]=[C:23]([CH3:31])[C:7]=1[C:8]([C:10]1[C:11]([O:21][CH3:22])=[N:12][CH:13]=[C:14]([CH3:1])[C:15]=1[C:16]([F:19])([F:18])[F:17])=[O:9]. The yield is 0.960. (5) The reactants are [CH:1]1[C:10]2[C@@H:11]3[CH2:16][NH:15][CH2:14][CH2:13][C@@H:12]3[N:8]3[C:9]=2[C:4]([CH2:5][CH2:6][CH2:7]3)=[CH:3][CH:2]=1.Cl[CH2:18][CH2:19][CH2:20][C:21]1[C:25]2[CH:26]=[CH:27][C:28]([F:30])=[CH:29][C:24]=2[O:23][N:22]=1.C([O-])([O-])=O.[K+].[K+]. No catalyst specified. The product is [F:30][C:28]1[CH:27]=[CH:26][C:25]2[C:21]([CH2:20][CH2:19][CH2:18][N:15]3[CH2:14][CH2:13][C@@H:12]4[N:8]5[C:9]6[C:4](=[CH:3][CH:2]=[CH:1][C:10]=6[C@@H:11]4[CH2:16]3)[CH2:5][CH2:6][CH2:7]5)=[N:22][O:23][C:24]=2[CH:29]=1. The yield is 0.750. (6) The reactants are [Li]C(C)(C)C.[CH3:6][CH2:7][CH2:8][CH2:9]C.Br[C:12]1[CH:13]=[N:14][C:15](=[CH:17]N(C)C)[CH:16]=1.ICCCC.C([O-])(O)=[O:27].[Na+]. The catalyst is C1COCC1.C(Cl)Cl.O. The product is [CH2:6]([C:12]1[CH:16]=[C:15]([CH:17]=[O:27])[NH:14][CH:13]=1)[CH2:7][CH2:8][CH3:9]. The yield is 0.710.